Dataset: Peptide-MHC class I binding affinity with 185,985 pairs from IEDB/IMGT. Task: Regression. Given a peptide amino acid sequence and an MHC pseudo amino acid sequence, predict their binding affinity value. This is MHC class I binding data. (1) The peptide sequence is YTAVVPLVW. The MHC is HLA-B46:01 with pseudo-sequence HLA-B46:01. The binding affinity (normalized) is 0.117. (2) The peptide sequence is VLKEGSEYRV. The MHC is HLA-A02:03 with pseudo-sequence HLA-A02:03. The binding affinity (normalized) is 0.585. (3) The peptide sequence is KPTGSAVV. The MHC is HLA-A23:01 with pseudo-sequence HLA-A23:01. The binding affinity (normalized) is 0.